Dataset: Forward reaction prediction with 1.9M reactions from USPTO patents (1976-2016). Task: Predict the product of the given reaction. (1) Given the reactants [CH2:1]([O:8][CH:9]([C:17](=O)[CH2:18][C:19]1[CH:24]=[CH:23][CH:22]=[CH:21][CH:20]=1)[C:10]([O:12][C:13]([CH3:16])([CH3:15])[CH3:14])=[O:11])[C:2]1[CH:7]=[CH:6][CH:5]=[CH:4][CH:3]=1.C([O-])(=O)C.[NH4+:30].CO, predict the reaction product. The product is: [C:10]([OH:12])(=[O:11])[CH3:9].[NH2:30][CH:17]([CH2:18][C:19]1[CH:24]=[CH:23][CH:22]=[CH:21][CH:20]=1)[CH:9]([O:8][CH2:1][C:2]1[CH:7]=[CH:6][CH:5]=[CH:4][CH:3]=1)[C:10]([O:12][C:13]([CH3:16])([CH3:15])[CH3:14])=[O:11]. (2) Given the reactants [Cl:1][C:2]1[CH:7]=[C:6]([N+:8]([O-:10])=[O:9])[CH:5]=[CH:4][C:3]=1[CH:11](C(OCC)=O)[C:12]([O:14]CC)=[O:13].[OH-].[Na+], predict the reaction product. The product is: [Cl:1][C:2]1[CH:7]=[C:6]([N+:8]([O-:10])=[O:9])[CH:5]=[CH:4][C:3]=1[CH2:11][C:12]([OH:14])=[O:13]. (3) Given the reactants C(OC(N[C@@H]1C(=O)N2C[C@H](OC3C4C(=C([Cl:39])C=CC=4)C(OC)=CN=3)C[C@H]2C(=O)[NH:19][C@:18]2([C:44]([OH:46])=[O:45])[CH2:43][C@H:17]2[CH:16]=[CH:15]CCC(C)C[C@H]1C)=O)(C)(C)C.C(N1C=CN=C1)(N1[CH:55]=[CH:54]N=C1)=O.OC(C(F)(F)F)=O.FC1(S(N)(=O)=O)CC1.C1CCN2C(=NCCC2)CC1, predict the reaction product. The product is: [ClH:39].[NH2:19][C@:18]1([C:44]([O:46][CH2:54][CH3:55])=[O:45])[CH2:43][C@H:17]1[CH:16]=[CH2:15]. (4) Given the reactants COC1C=CC(C[N:8]2[C:12]3=[N:13][CH:14]=[CH:15][C:16]([O:17][C:18]4[CH:23]=[CH:22][C:21]([O:24][C:25]5[CH:30]=[CH:29][CH:28]=[CH:27][CH:26]=5)=[CH:20][CH:19]=4)=[C:11]3[C:10]([NH:31][C:32]3[CH:37]=[CH:36][N:35]=[C:34]([C:38]#[N:39])[CH:33]=3)=[N:9]2)=CC=1, predict the reaction product. The product is: [O:24]([C:21]1[CH:22]=[CH:23][C:18]([O:17][C:16]2[CH:15]=[CH:14][N:13]=[C:12]3[NH:8][N:9]=[C:10]([NH:31][C:32]4[CH:37]=[CH:36][N:35]=[C:34]([C:38]#[N:39])[CH:33]=4)[C:11]=23)=[CH:19][CH:20]=1)[C:25]1[CH:30]=[CH:29][CH:28]=[CH:27][CH:26]=1. (5) The product is: [SH:1][C:2]1[CH:10]=[CH:9][C:5]([C:6]([NH2:12])=[O:7])=[CH:4][CH:3]=1. Given the reactants [SH:1][C:2]1[CH:10]=[CH:9][C:5]([C:6](O)=[O:7])=[CH:4][CH:3]=1.C[N:12]1CCOCC1.C(OC(Cl)=O)C(C)C, predict the reaction product. (6) Given the reactants [CH3:1][O:2][C:3]1[CH:4]=[C:5]2[C:10](=[CH:11][C:12]=1[O:13][CH3:14])[N:9]=[CH:8][N:7]=[C:6]2[O:15][C:16]1[CH:22]=[CH:21][C:19]([NH2:20])=[C:18]([O:23][CH3:24])[CH:17]=1.C(N(CC)CC)C.ClC(Cl)(O[C:36](=[O:42])OC(Cl)(Cl)Cl)Cl.[N:44]1([CH2:49][CH2:50][NH2:51])[CH2:48][CH2:47][CH2:46][CH2:45]1, predict the reaction product. The product is: [CH3:1][O:2][C:3]1[CH:4]=[C:5]2[C:10](=[CH:11][C:12]=1[O:13][CH3:14])[N:9]=[CH:8][N:7]=[C:6]2[O:15][C:16]1[CH:22]=[CH:21][C:19]([NH:20][C:36]([NH:51][CH2:50][CH2:49][N:44]2[CH2:48][CH2:47][CH2:46][CH2:45]2)=[O:42])=[C:18]([O:23][CH3:24])[CH:17]=1. (7) The product is: [CH:38]1([N:44]2[CH2:52][C:51]3[C:46](=[CH:47][C:48]([N:53]4[CH2:54][CH2:55][N:56]([C:1](=[O:14])[C:2]5[CH:3]=[C:4]([O:5][CH3:6])[C:7]([OH:8])=[C:9]([O:10][CH3:11])[CH:12]=5)[CH2:57][CH2:58]4)=[CH:49][CH:50]=3)[C:45]2=[O:59])[CH2:39][CH2:40][CH2:41][CH2:42][CH2:43]1. Given the reactants [C:1]([OH:14])(=O)[C:2]1[CH:12]=[C:9]([O:10][CH3:11])[C:7]([OH:8])=[C:4]([O:5][CH3:6])[CH:3]=1.Cl.C(N=C=NCCCN(C)C)C.O.ON1C2C=CC=CC=2N=N1.[CH:38]1([N:44]2[CH2:52][C:51]3[C:46](=[CH:47][C:48]([N:53]4[CH2:58][CH2:57][NH:56][CH2:55][CH2:54]4)=[CH:49][CH:50]=3)[C:45]2=[O:59])[CH2:43][CH2:42][CH2:41][CH2:40][CH2:39]1.[Cl-].[NH4+], predict the reaction product. (8) Given the reactants [O:1]=[CH:2][C@@H:3]([C@H:5]([C@H:7]([CH2:9][OH:10])[OH:8])[OH:6])[OH:4].[O:11]=[CH:12][C@@H:13]([C@H:15]([C@H:17]([C@@H:19]([CH2:21][OH:22])[OH:20])[OH:18])[OH:16])[OH:14], predict the reaction product. The product is: [O:1]=[CH:2][C@@H:3]([C@H:5]([C@H:7]([CH2:9][OH:10])[OH:8])[OH:6])[OH:4].[O:11]=[CH:12][C@@H:13]([C@H:15]([C@@H:17]([C@@H:19]([CH2:21][OH:22])[OH:20])[OH:18])[OH:16])[OH:14].[O:1]=[CH:2][C@@H:3]([C@H:5]([C@H:7]([C@@H:9]([CH2:12][OH:11])[OH:10])[OH:8])[OH:6])[OH:4]. (9) Given the reactants [Cl:1][C:2]1[N:7]=[C:6](Cl)[C:5]([Cl:9])=[CH:4][N:3]=1.[CH2:10]([C:17]1[CH:18]=[C:19]([NH2:22])[NH:20][N:21]=1)[C:11]1[CH:16]=[CH:15][CH:14]=[CH:13][CH:12]=1.C(N(CC)CC)C, predict the reaction product. The product is: [CH2:10]([C:17]1[CH:18]=[C:19]([NH:22][C:6]2[C:5]([Cl:9])=[CH:4][N:3]=[C:2]([Cl:1])[N:7]=2)[NH:20][N:21]=1)[C:11]1[CH:12]=[CH:13][CH:14]=[CH:15][CH:16]=1. (10) Given the reactants CB1OB(C)OB(C)O1.[CH3:10]C1(C)C2C(=C(P(C3C=CC=CC=3)C3C=CC=CC=3)C=CC=2)OC2C(P(C3C=CC=CC=3)C3C=CC=CC=3)=CC=CC1=2.C(=O)([O-])[O-].[K+].[K+].[C:58]([C:60]1[C:64]([S:65][C:66]([F:69])([F:68])[F:67])=[C:63]([CH3:70])[N:62]([C:71]2[C:76](Cl)=[CH:75][C:74]([C:78]([F:81])([F:80])[F:79])=[CH:73][C:72]=2[Cl:82])[N:61]=1)#[N:59], predict the reaction product. The product is: [Cl:82][C:72]1[CH:73]=[C:74]([C:78]([F:80])([F:81])[F:79])[CH:75]=[C:76]([CH3:10])[C:71]=1[N:62]1[C:63]([CH3:70])=[C:64]([S:65][C:66]([F:67])([F:68])[F:69])[C:60]([C:58]#[N:59])=[N:61]1.